From a dataset of Reaction yield outcomes from USPTO patents with 853,638 reactions. Predict the reaction yield, written as a fraction of the theoretical maximum amount of product (1.0 means a 100% yield; for example, 0.34 means a 34% yield). (1) The reactants are [CH2:1]([N:8]1[CH2:13][CH2:12][C@@H:11]([CH3:14])[C@@H:10]([NH:15][C:16]2[C:21]([CH:22]=[O:23])=[CH:20][N:19]=[C:18]3[NH:24][CH:25]=[CH:26][C:17]=23)[CH2:9]1)[C:2]1[CH:7]=[CH:6][CH:5]=[CH:4][CH:3]=1.[H-].[Na+].Cl[CH2:30][O:31][CH2:32][CH2:33][Si:34]([CH3:37])([CH3:36])[CH3:35].O. The catalyst is CN(C)C=O. The product is [CH2:1]([N:8]1[CH2:13][CH2:12][C@@H:11]([CH3:14])[C@@H:10]([NH:15][C:16]2[C:21]([CH:22]=[O:23])=[CH:20][N:19]=[C:18]3[N:24]([CH2:30][O:31][CH2:32][CH2:33][Si:34]([CH3:37])([CH3:36])[CH3:35])[CH:25]=[CH:26][C:17]=23)[CH2:9]1)[C:2]1[CH:3]=[CH:4][CH:5]=[CH:6][CH:7]=1. The yield is 0.420. (2) The reactants are [Br:1][C:2]1[C:3]([CH3:9])=[CH:4][C:5]([NH2:8])=[N:6][CH:7]=1.[Cl:10][C:11]1[CH:12]=[C:13]([CH:16]=[CH:17][CH:18]=1)[CH:14]=O.O.C1(C)C=CC(S(O)(=O)=O)=CC=1.[N+:31]([C:33]([CH3:36])([CH3:35])[CH3:34])#[C-:32]. The catalyst is CO.O. The product is [Br:1][C:2]1[C:3]([CH3:9])=[CH:4][C:5]2[N:6]([C:32]([NH:31][C:33]([CH3:36])([CH3:35])[CH3:34])=[C:14]([C:13]3[CH:16]=[CH:17][CH:18]=[C:11]([Cl:10])[CH:12]=3)[N:8]=2)[CH:7]=1. The yield is 0.352. (3) The reactants are [NH2:1][C:2]1[N:7]=[C:6]([O:8]C)[C:5]([C:10]([NH:12][CH2:13][CH:14]2[CH2:19][CH2:18][N:17]([CH:20]([CH2:24][CH2:25][CH2:26][CH3:27])[C:21](O)=[O:22])[CH2:16][CH2:15]2)=[O:11])=[CH:4][C:3]=1[Cl:28].[C:29](P(=O)(OCC)OCC)#[N:30].Cl.CNC.C(N(CC)C(C)C)(C)C. The catalyst is CN(C)C=O. The product is [NH2:1][C:2]1[NH:7][C:6](=[O:8])[C:5]([C:10]([NH:12][CH2:13][CH:14]2[CH2:19][CH2:18][N:17]([CH:20]([C:21]([NH:30][CH3:29])=[O:22])[CH2:24][CH2:25][CH2:26][CH3:27])[CH2:16][CH2:15]2)=[O:11])=[CH:4][C:3]=1[Cl:28]. The yield is 0.100.